Dataset: Forward reaction prediction with 1.9M reactions from USPTO patents (1976-2016). Task: Predict the product of the given reaction. (1) Given the reactants [N:1]1[C:10]2[NH:9][C:8]3[CH:11]=[CH:12][C:13]([C:15]([O:17][CH2:18][CH3:19])=[O:16])=[CH:14][C:7]=3[S:6][C:5]=2[N:4]=[CH:3][CH:2]=1.[H-].[Na+].Cl[CH2:23][O:24][CH2:25]Cl.O, predict the reaction product. The product is: [CH3:23][O:24][CH2:25][N:9]1[C:8]2[CH:11]=[CH:12][C:13]([C:15]([O:17][CH2:18][CH3:19])=[O:16])=[CH:14][C:7]=2[S:6][C:5]2[N:4]=[CH:3][CH:2]=[N:1][C:10]1=2. (2) Given the reactants [Cl:1][C:2]1[N:7]2[N:8]=[C:9]([CH3:11])[CH:10]=[C:6]2[N:5]=[C:4]([NH2:12])[CH:3]=1.N1C=CC=CC=1.[F:19][C:20]([F:32])([F:31])[O:21][C:22]1[CH:30]=[CH:29][C:25]([C:26](Cl)=[O:27])=[CH:24][CH:23]=1, predict the reaction product. The product is: [Cl:1][C:2]1[N:7]2[N:8]=[C:9]([CH3:11])[CH:10]=[C:6]2[N:5]=[C:4]([NH:12][C:26](=[O:27])[C:25]2[CH:29]=[CH:30][C:22]([O:21][C:20]([F:19])([F:31])[F:32])=[CH:23][CH:24]=2)[CH:3]=1. (3) Given the reactants C1(C)C=CC(S(N[C@H](C2C=CC=CC=2)[C@@H](C2C=CC=CC=2)N)(=O)=O)=CC=1.[C:27]([C@H:30]1[CH2:34][N:33]([C@H:35]([C:37]2[CH:42]=[CH:41][C:40]([O:43][CH3:44])=[CH:39][CH:38]=2)[CH3:36])[C:32](=[O:45])[CH2:31]1)(=[O:29])[CH3:28].C([O-])=O.[Na+], predict the reaction product. The product is: [OH:29][C@H:27]([C@H:30]1[CH2:34][N:33]([C@H:35]([C:37]2[CH:38]=[CH:39][C:40]([O:43][CH3:44])=[CH:41][CH:42]=2)[CH3:36])[C:32](=[O:45])[CH2:31]1)[CH3:28].